The task is: Predict the reactants needed to synthesize the given product.. This data is from Full USPTO retrosynthesis dataset with 1.9M reactions from patents (1976-2016). (1) The reactants are: O[C:2]1[N:7]2[N:8]=[CH:9][CH:10]=[C:6]2[N:5]=[CH:4][C:3]=1[C:11]([O:13][CH2:14][CH3:15])=[O:12].[Cl:16][C:17]1[CH:23]=[C:22]([Cl:24])[CH:21]=[CH:20][C:18]=1[NH2:19]. Given the product [Cl:16][C:17]1[CH:23]=[C:22]([Cl:24])[CH:21]=[CH:20][C:18]=1[NH:19][C:2]1[N:7]2[N:8]=[CH:9][CH:10]=[C:6]2[N:5]=[CH:4][C:3]=1[C:11]([O:13][CH2:14][CH3:15])=[O:12], predict the reactants needed to synthesize it. (2) Given the product [CH2:1]([N:8]1[C:12]([CH2:13][CH2:14][C:15]([O:17][CH2:18][CH3:19])=[O:16])=[CH:11][C:10]([O:20][CH:21]([CH3:22])[CH3:23])=[N:9]1)[C:2]1[CH:3]=[CH:4][CH:5]=[CH:6][CH:7]=1, predict the reactants needed to synthesize it. The reactants are: [CH2:1]([N:8]1[C:12](/[CH:13]=[CH:14]/[C:15]([O:17][CH2:18][CH3:19])=[O:16])=[CH:11][C:10]([O:20][CH:21]([CH3:23])[CH3:22])=[N:9]1)[C:2]1[CH:7]=[CH:6][CH:5]=[CH:4][CH:3]=1. (3) Given the product [Cl:18][C:19]1[CH:24]=[CH:23][C:22]([NH:25][C:26]([N:16]([OH:17])[C:13]2[CH:12]=[CH:11][C:10]([N:1]3[C:9]4[CH:8]=[CH:7][N:6]=[CH:5][C:4]=4[N:3]=[CH:2]3)=[CH:15][CH:14]=2)=[O:27])=[CH:21][C:20]=1[C:28]([F:29])([F:30])[F:31], predict the reactants needed to synthesize it. The reactants are: [N:1]1([C:10]2[CH:15]=[CH:14][C:13]([NH:16][OH:17])=[CH:12][CH:11]=2)[C:9]2[CH:8]=[CH:7][N:6]=[CH:5][C:4]=2[N:3]=[CH:2]1.[Cl:18][C:19]1[CH:24]=[CH:23][C:22]([N:25]=[C:26]=[O:27])=[CH:21][C:20]=1[C:28]([F:31])([F:30])[F:29].